From a dataset of Catalyst prediction with 721,799 reactions and 888 catalyst types from USPTO. Predict which catalyst facilitates the given reaction. (1) Reactant: C[O:2][C:3]1[CH:4]=[CH:5][C:6]2[C:10]([C:11]3[C:15]([F:17])([F:16])[C:14]([F:19])([F:18])[C:13]([F:21])([F:20])[C:12]=3[C:22]3[C:23]4[CH:31]=[CH:30][C:29]([O:32]C)=[CH:28][C:24]=4[S:25][C:26]=3[CH3:27])=[C:9]([CH3:34])[S:8][C:7]=2[CH:35]=1.B(Br)(Br)Br.Cl. Product: [OH:32][C:29]1[CH:30]=[CH:31][C:23]2[C:22]([C:12]3[C:13]([F:20])([F:21])[C:14]([F:18])([F:19])[C:15]([F:17])([F:16])[C:11]=3[C:10]3[C:6]4[CH:5]=[CH:4][C:3]([OH:2])=[CH:35][C:7]=4[S:8][C:9]=3[CH3:34])=[C:26]([CH3:27])[S:25][C:24]=2[CH:28]=1. The catalyst class is: 2. (2) Reactant: [F:1][C:2]1[CH:3]=[CH:4][C:5]([N+:9]([O-])=O)=[C:6]([OH:8])[CH:7]=1. The catalyst class is: 29. Product: [NH2:9][C:5]1[CH:4]=[CH:3][C:2]([F:1])=[CH:7][C:6]=1[OH:8]. (3) Reactant: NC1C=C[C:5]([CH2:8][CH2:9][CH2:10][C:11]([OH:13])=O)=CC=1.C([N:16](CC)CC)C.CN(C1C=CC=CN=1)C.[CH2:30]([OH:34])[CH:31](O)[CH3:32]. Product: [C:30]1(=[O:34])[NH:16][C:11](=[O:13])[C:10]2=[CH:9][CH:8]=[CH:5][CH:32]=[C:31]12. The catalyst class is: 6. (4) Reactant: [CH2:1]([C:4]1[C:5]([C:9]([O:11][CH3:12])=[O:10])=[CH:6][NH:7][CH:8]=1)[CH2:2][CH3:3].[Br:13]N1C(=O)CCC1=O. Product: [Br:13][C:8]1[NH:7][CH:6]=[C:5]([C:9]([O:11][CH3:12])=[O:10])[C:4]=1[CH2:1][CH2:2][CH3:3]. The catalyst class is: 17. (5) Product: [CH2:1]([O:3][C:4]([C:6]1[N:11]=[C:10]([C:28]#[N:29])[C:9]2[CH:13]=[C:14]([C:16]3[CH:21]=[CH:20][CH:19]=[C:18]([C:22]([F:25])([F:24])[F:23])[CH:17]=3)[S:15][C:8]=2[C:7]=1[OH:26])=[O:5])[CH3:2]. The catalyst class is: 3. Reactant: [CH2:1]([O:3][C:4]([C:6]1[N:11]=[C:10](Br)[C:9]2[CH:13]=[C:14]([C:16]3[CH:21]=[CH:20][CH:19]=[C:18]([C:22]([F:25])([F:24])[F:23])[CH:17]=3)[S:15][C:8]=2[C:7]=1[OH:26])=[O:5])[CH3:2].[Cu][C:28]#[N:29]. (6) Reactant: [Br:1][C:2]1[CH:10]=[C:9]([F:11])[C:5]([C:6](O)=[O:7])=[C:4]([F:12])[CH:3]=1.CO. Product: [Br:1][C:2]1[CH:3]=[C:4]([F:12])[C:5]([CH2:6][OH:7])=[C:9]([F:11])[CH:10]=1. The catalyst class is: 7. (7) Reactant: [CH3:1][C:2]1([CH3:17])[CH2:7][CH2:6][CH:5]([CH2:8][C:9](=O)[CH2:10][C:11]([O:13][CH2:14][CH3:15])=[O:12])[CH2:4][CH2:3]1.C([O-])(=O)C.[NH4+:22].CC(O)=O. Product: [NH2:22][C:9]([CH2:8][CH:5]1[CH2:6][CH2:7][C:2]([CH3:17])([CH3:1])[CH2:3][CH2:4]1)=[CH:10][C:11]([O:13][CH2:14][CH3:15])=[O:12]. The catalyst class is: 11.